Dataset: Reaction yield outcomes from USPTO patents with 853,638 reactions. Task: Predict the reaction yield, written as a fraction of the theoretical maximum amount of product (1.0 means a 100% yield; for example, 0.34 means a 34% yield). The reactants are Cl[C:2]1[C:11]2[C:6](=[CH:7][CH:8]=[CH:9][CH:10]=2)[N:5]=[C:4]([CH3:12])[N:3]=1.[F:13][CH:14]([F:23])[O:15][C:16]1[CH:21]=[CH:20][C:19]([NH2:22])=[CH:18][CH:17]=1.C([O-])(=O)C.[Na+]. The catalyst is C(OCC)(=O)C. The product is [F:13][CH:14]([F:23])[O:15][C:16]1[CH:17]=[CH:18][C:19]([NH:22][C:2]2[C:11]3[C:6](=[CH:7][CH:8]=[CH:9][CH:10]=3)[N:5]=[C:4]([CH3:12])[N:3]=2)=[CH:20][CH:21]=1. The yield is 0.940.